This data is from Reaction yield outcomes from USPTO patents with 853,638 reactions. The task is: Predict the reaction yield, written as a fraction of the theoretical maximum amount of product (1.0 means a 100% yield; for example, 0.34 means a 34% yield). (1) The reactants are [C:1]([O:5][C:6]([NH:8][C@@H:9]([CH2:14][CH2:15][CH2:16][C:17]([CH3:22])([N+:19]([O-])=O)[CH3:18])[C:10]([O:12][CH3:13])=[O:11])=[O:7])([CH3:4])([CH3:3])[CH3:2]. The catalyst is CO.[Fe]. The product is [CH3:13][O:12][C:10](=[O:11])[C@H:9]([CH2:14][CH2:15][CH2:16][C:17]([CH3:22])([CH3:18])[NH2:19])[NH:8][C:6]([O:5][C:1]([CH3:4])([CH3:2])[CH3:3])=[O:7]. The yield is 0.550. (2) The reactants are Cl[C:2]1[N:3]=[C:4]([N:22]2[CH2:27][CH2:26][O:25][CH2:24][CH2:23]2)[C:5]2[CH:10]=[CH:9][N:8]([CH2:11][C:12]3[CH:13]=[C:14]([NH:18][C:19]([NH2:21])=[O:20])[CH:15]=[CH:16][CH:17]=3)[C:6]=2[N:7]=1.[OH:28][CH2:29][C:30]1[CH:31]=[C:32](B(O)O)[CH:33]=[CH:34][CH:35]=1.C(=O)([O-])[O-].[Na+].[Na+]. The catalyst is C1C=CC([P]([Pd]([P](C2C=CC=CC=2)(C2C=CC=CC=2)C2C=CC=CC=2)([P](C2C=CC=CC=2)(C2C=CC=CC=2)C2C=CC=CC=2)[P](C2C=CC=CC=2)(C2C=CC=CC=2)C2C=CC=CC=2)(C2C=CC=CC=2)C2C=CC=CC=2)=CC=1.COCCOC. The product is [OH:28][CH2:29][C:30]1[CH:35]=[C:34]([C:2]2[N:3]=[C:4]([N:22]3[CH2:27][CH2:26][O:25][CH2:24][CH2:23]3)[C:5]3[CH:10]=[CH:9][N:8]([CH2:11][C:12]4[CH:13]=[C:14]([NH:18][C:19]([NH2:21])=[O:20])[CH:15]=[CH:16][CH:17]=4)[C:6]=3[N:7]=2)[CH:33]=[CH:32][CH:31]=1. The yield is 0.160. (3) The reactants are O[CH2:2][C:3]1[CH:12]=[N:11][C:10]2[N:9]3[CH2:13][CH2:14][CH2:15][C@H:8]3[C:7](=[O:16])[NH:6][C:5]=2[CH:4]=1.Cl.[F:18][C:19]1[CH:20]=[C:21]([CH:28]=[CH:29][C:30]=1[N:31]1[CH2:36][CH2:35][NH:34][CH2:33][CH2:32]1)[C:22]([NH:24][CH:25]([CH3:27])[CH3:26])=[O:23].[I-].C(C[P+](C)(C)C)#N.C(N(CC)C(C)C)(C)C. The catalyst is C(#N)CC. The product is [F:18][C:19]1[CH:20]=[C:21]([CH:28]=[CH:29][C:30]=1[N:31]1[CH2:32][CH2:33][N:34]([CH2:2][C:3]2[CH:12]=[N:11][C:10]3[N:9]4[CH2:13][CH2:14][CH2:15][C@H:8]4[C:7](=[O:16])[NH:6][C:5]=3[CH:4]=2)[CH2:35][CH2:36]1)[C:22]([NH:24][CH:25]([CH3:27])[CH3:26])=[O:23]. The yield is 0.336. (4) The reactants are [CH:1](NC(C)C)(C)[CH3:2].[Cl:8][C:9]1[CH:16]=[C:15]([N:17]2[C:21](=[O:22])[CH2:20][C@H:19]([OH:23])[C@@H:18]2[CH3:24])[CH:14]=[CH:13][C:10]=1[C:11]#[N:12].ICC.C(O)(=O)C. The catalyst is C1COCC1.O. The product is [Cl:8][C:9]1[CH:16]=[C:15]([N:17]2[C@@H:18]([CH3:24])[C@@H:19]([OH:23])[C@H:20]([CH2:1][CH3:2])[C:21]2=[O:22])[CH:14]=[CH:13][C:10]=1[C:11]#[N:12]. The yield is 0.0600. (5) The reactants are C([O-])(O)=O.[Na+].[N+:6]([C:9]1[CH:10]=[CH:11][C:12]2[NH:16][S:15](=[O:18])(=[O:17])[CH2:14][C:13]=2[CH:19]=1)([O-:8])=[O:7].Br[CH2:21][CH2:22][F:23]. The catalyst is O. The product is [F:23][CH2:22][CH2:21][N:16]1[C:12]2[CH:11]=[CH:10][C:9]([N+:6]([O-:8])=[O:7])=[CH:19][C:13]=2[CH2:14][S:15]1(=[O:18])=[O:17]. The yield is 0.670.